From a dataset of Full USPTO retrosynthesis dataset with 1.9M reactions from patents (1976-2016). Predict the reactants needed to synthesize the given product. (1) Given the product [CH3:11][O:12][C:13]1[CH:20]=[CH:19][CH:18]=[C:17]([O:21][CH3:22])[C:14]=1/[CH:15]=[CH:24]/[C:23]([C:26]1[CH:31]=[CH:30][CH:29]=[CH:28][N:27]=1)=[O:25], predict the reactants needed to synthesize it. The reactants are: C(=O)C1C(OC)=CC=CC=1.[CH3:11][O:12][C:13]1[CH:20]=[CH:19][CH:18]=[C:17]([O:21][CH3:22])[C:14]=1[CH:15]=O.[C:23]([C:26]1[CH:31]=[CH:30][CH:29]=[CH:28][N:27]=1)(=[O:25])[CH3:24]. (2) Given the product [C:1]1([C:14]2[CH:15]=[CH:16][CH:17]=[CH:18][CH:19]=2)[CH:2]=[CH:3][C:4]([CH2:7][C@H:8]2[N:12]([Si:29]([CH2:33][CH3:34])([CH2:31][CH3:32])[CH2:27][CH3:28])[C:11](=[O:13])[CH2:10][CH2:9]2)=[CH:5][CH:6]=1, predict the reactants needed to synthesize it. The reactants are: [C:1]1([C:14]2[CH:19]=[CH:18][CH:17]=[CH:16][CH:15]=2)[CH:6]=[CH:5][C:4]([CH2:7][C@H:8]2[NH:12][C:11](=[O:13])[CH2:10][CH2:9]2)=[CH:3][CH:2]=1.C(N(CC)CC)C.[CH2:27]([Si:29]([CH2:33][CH3:34])([CH2:31][CH3:32])Cl)[CH3:28]. (3) Given the product [Br:1][C:2]1[CH:7]=[C:6]([O:18][C:14]2[CH:13]=[C:12]([CH:17]=[CH:16][CH:15]=2)[C:11]([OH:19])=[O:10])[CH:5]=[CH:4][N:3]=1, predict the reactants needed to synthesize it. The reactants are: [Br:1][C:2]1[CH:7]=[C:6](Cl)[CH:5]=[CH:4][N:3]=1.C[O:10][C:11](=[O:19])[C:12]1[CH:17]=[CH:16][CH:15]=[C:14]([OH:18])[CH:13]=1.C(=O)([O-])[O-].[Cs+].[Cs+].[OH-].[Na+]. (4) Given the product [CH2:1]([C:3]1[CH:4]=[C:5]([CH:24]=[CH:25][C:26]=1[O:27][CH3:28])[O:6][C:7]1[CH:8]=[CH:9][C:10]([C:13](=[O:23])[CH2:14][CH2:15][C:16]([OH:18])=[O:17])=[CH:11][CH:12]=1)[CH3:2], predict the reactants needed to synthesize it. The reactants are: [CH2:1]([C:3]1[CH:4]=[C:5]([CH:24]=[CH:25][C:26]=1[O:27][CH3:28])[O:6][C:7]1[CH:12]=[CH:11][C:10]([C:13](=[O:23])[CH2:14][CH2:15][C:16]([O:18]C(C)(C)C)=[O:17])=[CH:9][CH:8]=1)[CH3:2].C(O)(C(F)(F)F)=O. (5) Given the product [CH2:1]([O:3][C:4]([N:6]1[C:15]2[C:10](=[N:11][C:12]([O:16][CH3:17])=[CH:13][CH:14]=2)[C@@H:9]([NH:18][C:25]2[N:26]=[CH:27][C:22]([Br:21])=[CH:23][N:24]=2)[CH2:8][C@H:7]1[CH2:19][CH3:20])=[O:5])[CH3:2], predict the reactants needed to synthesize it. The reactants are: [CH2:1]([O:3][C:4]([N:6]1[C:15]2[C:10](=[N:11][C:12]([O:16][CH3:17])=[CH:13][CH:14]=2)[C@@H:9]([NH2:18])[CH2:8][C@H:7]1[CH2:19][CH3:20])=[O:5])[CH3:2].[Br:21][C:22]1[CH:23]=[N:24][C:25](Cl)=[N:26][CH:27]=1.C(N(CC)C(C)C)(C)C. (6) The reactants are: [CH2:1]([Si:5](Cl)(C)[CH3:6])CCC.CCN([CH:15]([CH3:17])[CH3:16])C(C)C.[OH:18][C:19]1[CH:28]=[CH:27][C:22]2[C:23](=[O:26])[CH2:24][O:25][C:21]=2[CH:20]=1.O.[CH3:30]N(C=O)C. Given the product [C:15]([Si:5]([CH3:6])([CH3:1])[O:18][C:19]1[CH:28]=[CH:27][C:22]2[C:23](=[O:26])[CH2:24][O:25][C:21]=2[CH:20]=1)([CH3:17])([CH3:30])[CH3:16], predict the reactants needed to synthesize it. (7) The reactants are: [NH2:1][C:2]1[S:6][N:5]=[C:4](/[C:7](=[N:37]/[O:38][C:39]([C:42]([OH:44])=[O:43])([CH3:41])[CH3:40])/[C:8]([NH:10][C@@H:11]2[C:35](=[O:36])[N:13]3[C:14]([C:32]([O-:34])=[O:33])=[C:15]([CH2:18][N+:19]4[N:20]([CH3:31])[C:21]([NH2:30])=[C:22]([CH2:24][CH2:25][CH2:26][NH:27]C=O)[CH:23]=4)[CH2:16][S:17][C@H:12]23)=[O:9])[N:3]=1.Cl.C(=O)([O-])O.[Na+]. Given the product [NH2:1][C:2]1[S:6][N:5]=[C:4](/[C:7](=[N:37]/[O:38][C:39]([C:42]([OH:44])=[O:43])([CH3:40])[CH3:41])/[C:8]([NH:10][C@@H:11]2[C:35](=[O:36])[N:13]3[C:14]([C:32]([O-:34])=[O:33])=[C:15]([CH2:18][N+:19]4[N:20]([CH3:31])[C:21]([NH2:30])=[C:22]([CH2:24][CH2:25][CH2:26][NH2:27])[CH:23]=4)[CH2:16][S:17][C@H:12]23)=[O:9])[N:3]=1, predict the reactants needed to synthesize it. (8) The reactants are: [Cl:1][C:2]1[CH:3]=[C:4]2[C:9](=[CH:10][CH:11]=1)[CH:8]=[C:7]([S:12]([N:15]([CH:26]1[CH2:31][CH2:30][CH2:29][N:28]([C:32]3[CH:37]=[CH:36][C:35](C4C=CC=CC=4S(C)(=O)=O)=[CH:34][C:33]=3[F:48])[C:27]1=[O:49])CC(N(CCN(C)C)C)=O)(=[O:14])=[O:13])[CH:6]=[CH:5]2.F[C:51](F)(F)[C:52]([O-:54])=O.CN(C)CCNC.CN1CCOCC1.CN([P+](O[N:82]1N=NC2[C:83]1=[CH:84][CH:85]=CC=2)(N(C)C)N(C)C)C.F[P-](F)(F)(F)(F)F. Given the product [F:48][C:33]1[CH:34]=[C:35]([N:82]2[CH2:83][CH2:84][CH2:85][CH2:51][C:52]2=[O:54])[CH:36]=[CH:37][C:32]=1[N:28]1[CH2:29][CH2:30][CH2:31][CH:26]([NH:15][S:12]([C:7]2[CH:6]=[CH:5][C:4]3[C:9](=[CH:10][CH:11]=[C:2]([Cl:1])[CH:3]=3)[CH:8]=2)(=[O:14])=[O:13])[C:27]1=[O:49], predict the reactants needed to synthesize it.